Regression. Given two drug SMILES strings and cell line genomic features, predict the synergy score measuring deviation from expected non-interaction effect. From a dataset of Merck oncology drug combination screen with 23,052 pairs across 39 cell lines. Drug 1: C#Cc1cccc(Nc2ncnc3cc(OCCOC)c(OCCOC)cc23)c1. Drug 2: NC1CCCCC1N.O=C(O)C(=O)O.[Pt+2]. Cell line: HT144. Synergy scores: synergy=-24.5.